Dataset: Forward reaction prediction with 1.9M reactions from USPTO patents (1976-2016). Task: Predict the product of the given reaction. (1) Given the reactants Cl[C:2]1[CH:11]=[CH:10][N:9]=[C:8]2[C:3]=1[CH:4]=[CH:5][C:6]([CH3:12])=[N:7]2.[F:13][C:14]1[CH:19]=[CH:18][CH:17]=[CH:16][C:15]=1[S:20][C:21]1[CH:26]=[CH:25][C:24]([CH3:27])=[CH:23][C:22]=1[NH2:28], predict the reaction product. The product is: [F:13][C:14]1[CH:19]=[CH:18][CH:17]=[CH:16][C:15]=1[S:20][C:21]1[CH:26]=[CH:25][C:24]([CH3:27])=[CH:23][C:22]=1[NH:28][C:2]1[C:3]2[C:8](=[N:7][C:6]([CH3:12])=[CH:5][CH:4]=2)[N:9]=[CH:10][CH:11]=1. (2) The product is: [CH3:1][O:2][C:3]([C:5]1[CH:6]=[C:7]2[C:11](=[CH:12][CH:13]=1)[N:10]([S:20]([C:14]1[CH:19]=[CH:18][CH:17]=[CH:16][CH:15]=1)(=[O:22])=[O:21])[CH2:9][CH2:8]2)=[O:4]. Given the reactants [CH3:1][O:2][C:3]([C:5]1[CH:6]=[C:7]2[C:11](=[CH:12][CH:13]=1)[NH:10][CH2:9][CH2:8]2)=[O:4].[C:14]1([S:20](Cl)(=[O:22])=[O:21])[CH:19]=[CH:18][CH:17]=[CH:16][CH:15]=1, predict the reaction product. (3) Given the reactants [NH2:1][C:2]1[N:3]=[CH:4][C:5]2[S:10][CH:9]=[C:8]([C:11]3[CH:12]=[C:13]([S:17]([NH:20][CH3:21])(=[O:19])=[O:18])[CH:14]=[CH:15][CH:16]=3)[C:6]=2[N:7]=1.Cl[C:23]1[N:28]=[C:27]([CH3:29])[N:26]=[C:25]([N:30]2[CH2:35][CH2:34][N:33]([CH2:36][CH2:37][OH:38])[CH2:32][CH2:31]2)[CH:24]=1, predict the reaction product. The product is: [OH:38][CH2:37][CH2:36][N:33]1[CH2:32][CH2:31][N:30]([C:25]2[N:26]=[C:27]([CH3:29])[N:28]=[C:23]([NH:1][C:2]3[N:3]=[CH:4][C:5]4[S:10][CH:9]=[C:8]([C:11]5[CH:12]=[C:13]([S:17]([NH:20][CH3:21])(=[O:18])=[O:19])[CH:14]=[CH:15][CH:16]=5)[C:6]=4[N:7]=3)[CH:24]=2)[CH2:35][CH2:34]1. (4) The product is: [Cl:1][C:2]1[CH:3]=[C:4]([N:10]([CH2:23][CH2:24][CH3:25])[S:11]([C:14]2[CH:19]=[CH:18][C:17]([O:20][CH3:21])=[CH:16][CH:15]=2)(=[O:12])=[O:13])[CH:5]=[CH:6][C:7]=1[O:8][CH3:9]. Given the reactants [Cl:1][C:2]1[CH:3]=[C:4]([NH:10][S:11]([C:14]2[CH:19]=[CH:18][C:17]([O:20][CH3:21])=[CH:16][CH:15]=2)(=[O:13])=[O:12])[CH:5]=[CH:6][C:7]=1[O:8][CH3:9].Br[CH2:23][CH2:24][CH3:25], predict the reaction product. (5) The product is: [OH:8][C:9]1[CH:14]=[CH:13][C:12]([CH2:15][CH:16]([O:22][C:23]2[CH:24]=[CH:25][C:26]([CH3:29])=[CH:27][CH:28]=2)[C:17]([O:19][CH2:20][CH3:21])=[O:18])=[CH:11][CH:10]=1. Given the reactants C([O:8][C:9]1[CH:14]=[CH:13][C:12]([CH2:15][CH:16]([O:22][C:23]2[CH:28]=[CH:27][C:26]([CH3:29])=[CH:25][CH:24]=2)[C:17]([O:19][CH2:20][CH3:21])=[O:18])=[CH:11][CH:10]=1)C1C=CC=CC=1, predict the reaction product. (6) Given the reactants [NH2:1][C:2]1[C:7]([C:8]2[N:12]([C:13]3[CH:32]=[CH:31][C:16]([O:17][CH2:18][CH2:19][CH2:20][CH2:21][N:22]([CH3:30])[C:23](=[O:29])[O:24][C:25]([CH3:28])([CH3:27])[CH3:26])=[C:15]([F:33])[C:14]=3[F:34])[N:11]=[N:10][N:9]=2)=[CH:6][C:5](Br)=[CH:4][N:3]=1.[CH3:36][N:37]1[CH:41]=[C:40](B2OC(C)(C)C(C)(C)O2)[CH:39]=[N:38]1.C([O-])(O)=O.[Na+], predict the reaction product. The product is: [NH2:1][C:2]1[C:7]([C:8]2[N:12]([C:13]3[CH:32]=[CH:31][C:16]([O:17][CH2:18][CH2:19][CH2:20][CH2:21][N:22]([CH3:30])[C:23](=[O:29])[O:24][C:25]([CH3:28])([CH3:27])[CH3:26])=[C:15]([F:33])[C:14]=3[F:34])[N:11]=[N:10][N:9]=2)=[CH:6][C:5]([C:40]2[CH:39]=[N:38][N:37]([CH3:36])[CH:41]=2)=[CH:4][N:3]=1.